This data is from Reaction yield outcomes from USPTO patents with 853,638 reactions. The task is: Predict the reaction yield, written as a fraction of the theoretical maximum amount of product (1.0 means a 100% yield; for example, 0.34 means a 34% yield). (1) The reactants are [CH3:13][C:12]([O:11][C:9](O[C:9]([O:11][C:12]([CH3:15])([CH3:14])[CH3:13])=[O:10])=[O:10])([CH3:15])[CH3:14].[CH3:16][C:17]1[NH:21][C:20]([CH:22]=[O:23])=[CH:19][CH:18]=1. The catalyst is CN(C1C=CN=CC=1)C.C(#N)C. The product is [CH:22]([C:20]1[N:21]([C:9]([O:11][C:12]([CH3:13])([CH3:14])[CH3:15])=[O:10])[C:17]([CH3:16])=[CH:18][CH:19]=1)=[O:23]. The yield is 0.940. (2) The reactants are [CH3:1][C:2]1[CH:3]=[C:4]([C:8](=O)[CH2:9][C:10](=O)[C:11]([F:14])([F:13])[F:12])[CH:5]=[CH:6][CH:7]=1.[NH2:17][C:18]1[C:22]([C:23]#[N:24])=[CH:21][NH:20][N:19]=1. No catalyst specified. The product is [CH3:1][C:2]1[CH:3]=[C:4]([C:8]2[CH:9]=[C:10]([C:11]([F:14])([F:13])[F:12])[N:19]3[N:20]=[CH:21][C:22]([C:23]#[N:24])=[C:18]3[N:17]=2)[CH:5]=[CH:6][CH:7]=1. The yield is 0.540. (3) The reactants are [C:1]([O:8]CC)(=[O:7])[C:2](OCC)=O.[O-]CC.[K+].[N+:15]([C:18]1[CH:23]=[CH:22][CH:21]=[C:20]([CH3:24])[C:19]=1C)([O-:17])=[O:16]. The catalyst is CCOCC. The product is [CH3:24][C:20]1[CH:21]=[CH:22][CH:23]=[C:18]([N+:15]([O-:17])=[O:16])[C:19]=1[CH2:2][C:1]([OH:8])=[O:7]. The yield is 0.450. (4) The product is [F:1][C:2]1[C:7]([F:8])=[CH:6][C:5]([CH2:9][CH2:10][OH:11])=[C:4]([O:13][CH3:14])[CH:3]=1. The reactants are [F:1][C:2]1[C:7]([F:8])=[CH:6][C:5]([CH2:9][C:10](O)=[O:11])=[C:4]([O:13][CH3:14])[CH:3]=1.[H-].[H-].[H-].[H-].[Li+].[Al+3]. The catalyst is C1COCC1. The yield is 0.860. (5) The catalyst is C(Cl)Cl. The product is [N+:1]([C:4]1[CH:9]=[CH:8][C:7]([O:10][CH2:17][C:16]([C:15]2[CH:20]=[CH:21][C:12]([Cl:11])=[CH:13][CH:14]=2)=[O:19])=[CH:6][CH:5]=1)([O-:3])=[O:2]. The yield is 0.360. The reactants are [N+:1]([C:4]1[CH:9]=[CH:8][C:7]([OH:10])=[CH:6][CH:5]=1)([O-:3])=[O:2].[Cl:11][C:12]1[CH:21]=[CH:20][C:15]([C:16](=[O:19])[CH2:17]Br)=[CH:14][CH:13]=1.C1(S)C=CC=CC=1. (6) The reactants are C([O:8][CH2:9][C@H:10]([NH:22][C:23](=[O:40])[C@@H:24]([NH:30][C:31]1[O:32][C:33]2[CH:39]=[CH:38][CH:37]=[CH:36][C:34]=2[N:35]=1)[CH2:25][C:26]([CH3:29])([CH3:28])[CH3:27])[CH2:11][N:12]1[C:20]2[C:15](=[CH:16][C:17]([F:21])=[CH:18][CH:19]=2)[CH2:14][CH2:13]1)C1C=CC=CC=1.Cl.[H][H]. The catalyst is CO.O1CCOCC1.[Pd]. The product is [F:21][C:17]1[CH:16]=[C:15]2[C:20](=[CH:19][CH:18]=1)[N:12]([CH2:11][C@@H:10]([NH:22][C:23](=[O:40])[C@@H:24]([NH:30][C:31]1[O:32][C:33]3[CH:39]=[CH:38][CH:37]=[CH:36][C:34]=3[N:35]=1)[CH2:25][C:26]([CH3:29])([CH3:28])[CH3:27])[CH2:9][OH:8])[CH2:13][CH2:14]2. The yield is 0.470. (7) The reactants are [NH2:1][C@@H:2]([CH3:18])[CH2:3][N:4]1[CH:8]=[CH:7][C:6]([C:9]2[CH:16]=[CH:15][C:12]([C:13]#[N:14])=[C:11]([Cl:17])[CH:10]=2)=[N:5]1.[OH:19][CH2:20][C:21]1[O:25][N:24]=[C:23]([C:26](O)=[O:27])[CH:22]=1. No catalyst specified. The product is [Cl:17][C:11]1[CH:10]=[C:9]([C:6]2[CH:7]=[CH:8][N:4]([CH2:3][C@@H:2]([NH:1][C:26]([C:23]3[CH:22]=[C:21]([CH2:20][OH:19])[O:25][N:24]=3)=[O:27])[CH3:18])[N:5]=2)[CH:16]=[CH:15][C:12]=1[C:13]#[N:14]. The yield is 0.0190.